The task is: Predict the reaction yield, written as a fraction of the theoretical maximum amount of product (1.0 means a 100% yield; for example, 0.34 means a 34% yield).. This data is from Reaction yield outcomes from USPTO patents with 853,638 reactions. The reactants are [Cl:1][C:2]1[CH:7]=[CH:6][C:5]([C:8]2[N:9]([C:17]3[CH:22]=[CH:21][C:20]([Cl:23])=[CH:19][C:18]=3[Cl:24])[C:10]([CH3:16])=[C:11]([C:13](Cl)=[O:14])[N:12]=2)=[CH:4][CH:3]=1.[NH2:25][N:26]1[CH2:31][CH2:30][CH2:29][CH2:28][CH2:27]1.C(N(CC)CC)C. The catalyst is ClCCl. The product is [Cl:1][C:2]1[CH:7]=[CH:6][C:5]([C:8]2[N:9]([C:17]3[CH:22]=[CH:21][C:20]([Cl:23])=[CH:19][C:18]=3[Cl:24])[C:10]([CH3:16])=[C:11]([C:13]([NH:25][N:26]3[CH2:31][CH2:30][CH2:29][CH2:28][CH2:27]3)=[O:14])[N:12]=2)=[CH:4][CH:3]=1. The yield is 0.130.